This data is from Catalyst prediction with 721,799 reactions and 888 catalyst types from USPTO. The task is: Predict which catalyst facilitates the given reaction. Reactant: [CH3:1][C:2]1([C:8]2[CH:13]=[CH:12][CH:11]=[C:10]([C:14]3[N:18]=[CH:17][NH:16][N:15]=3)[CH:9]=2)[CH2:7][CH2:6][NH:5][CH2:4][CH2:3]1.C(=O)([O-])O.[Na+].Br[CH2:25][CH2:26][CH2:27][C:28]1[CH:33]=[CH:32][CH:31]=[CH:30][CH:29]=1. Product: [NH3:5].[CH3:1][C:2]1([C:8]2[CH:13]=[CH:12][CH:11]=[C:10]([C:14]3[N:18]=[CH:17][NH:16][N:15]=3)[CH:9]=2)[CH2:3][CH2:4][N:5]([CH2:25][CH2:26][CH2:27][C:28]2[CH:33]=[CH:32][CH:31]=[CH:30][CH:29]=2)[CH2:6][CH2:7]1. The catalyst class is: 9.